This data is from Forward reaction prediction with 1.9M reactions from USPTO patents (1976-2016). The task is: Predict the product of the given reaction. (1) Given the reactants [NH2:1][CH2:2][CH2:3][C:4]1[N:5]=[C:6]([NH:9][C:10](=[O:16])[O:11][C:12]([CH3:15])([CH3:14])[CH3:13])[S:7][CH:8]=1.Cl[C:18]1[CH:23]=[CH:22][C:21]([N+:24]([O-:26])=[O:25])=[CH:20][N:19]=1.C(N(CC)CC)C, predict the reaction product. The product is: [N+:24]([C:21]1[CH:22]=[CH:23][C:18]([NH:1][CH2:2][CH2:3][C:4]2[N:5]=[C:6]([NH:9][C:10](=[O:16])[O:11][C:12]([CH3:13])([CH3:15])[CH3:14])[S:7][CH:8]=2)=[N:19][CH:20]=1)([O-:26])=[O:25]. (2) Given the reactants [CH3:1][O:2][C:3]1[CH:11]=[C:10]2[C:6]([CH:7]([C:13](Cl)([Cl:15])[Cl:14])[O:8][C:9]2=[O:12])=[CH:5][CH:4]=1, predict the reaction product. The product is: [Cl:14][C:13]([Cl:15])=[CH:7][C:6]1[CH:5]=[CH:4][C:3]([O:2][CH3:1])=[CH:11][C:10]=1[C:9]([OH:12])=[O:8]. (3) Given the reactants [OH:1][C@:2]1(C)[CH2:19][CH2:18][C@@:17]2([CH3:20])[C@@H:4]([CH2:5][CH2:6][C@@H:7]3[C@@H:16]2[CH2:15][CH2:14][C@@:12]2([CH3:13])[C@H:8]3[CH2:9][CH2:10][C@@H:11]2[N+:21]([O-:23])=[O:22])[CH2:3]1.CN(C1C=CC([C@H]2C[C@@]3(C)[C@@H](CC[C@@H]3[N+]([O-])=O)[C@H]3[C@H]2[C@@H]2[C@@H](CC3)C[C@@](O)(C)CC2)=CC=1)C.[N+]([C@H]1CC[C@H]2[C@H]3[C@H](CC[C@]12C)[C@]1(C)[C@H](C[C@@H](O)CC1)CC3)([O-])=O.C(N[C@H]1CC[C@H]2[C@H]3[C@H](CC[C@]12C)[C@]1(C)[C@H](C[C@H](O)CC1)CC3)(=O)C.O=C(N[C@H]1CC[C@H]2[C@H]3[C@H](CC[C@]12C)[C@]1(C)[C@H](C[C@H](O)CC1)CC3)CC.O[C@@H]1CC[C@@]2(C)[C@@H](CC[C@@H]3[C@@H]2CC[C@@]2(C)[C@H]3CCC2=S)C1.O[C@@H]1CC[C@@]2(C)[C@@H](CC[C@@H]3[C@@H]2CC[C@@]2(C)[C@H]3CC[C@@H]2S)C1.O[C@@H]1CC[C@@]2(C)[C@@H](CC[C@@H]3[C@@H]2CC[C@@]2(C)[C@H]3CC=C2C2OC=CC=2)C1.O[C@@H]1CC[C@@]2(C)[C@@H](CC[C@@H]3[C@@H]2CC[C@@]2(C)[C@H]3CC[C@@H]2C2OC=CC=2)C1.N[C@@H]1CC[C@@]2(C)[C@@H](CC[C@@H]3[C@@H]2CC[C@@]2(C)[C@H]3CCC2=O)C1.Cl.N[C@@H]1CC[C@@]2(C)[C@@H](CC[C@@H]3[C@@H]2CC[C@@]2(C)[C@H]3CC[C@@H]2[N+]([O-])=O)C1.Cl.CN(C)[C@@H]1CC[C@@]2(C)[C@@H](CC[C@@H]3[C@@H]2CC[C@@]2(C)[C@H]3CC[C@@H]2[N+]([O-])=O)C1.Cl.C(N[C@@H]1CC[C@@]2(C)[C@@H](CC[C@@H]3[C@@H]2CC[C@@]2(C)[C@H]3CC[C@@H]2[N+]([O-])=O)C1)CCCCC, predict the reaction product. The product is: [N+:21]([C@H:11]1[CH2:10][CH2:9][C@H:8]2[C@H:7]3[C@H:16]([CH2:15][CH2:14][C@:12]12[CH3:13])[C@:17]1([CH3:20])[C@H:4]([CH2:3][C@H:2]([OH:1])[CH2:19][CH2:18]1)[CH2:5][CH2:6]3)([O-:23])=[O:22]. (4) Given the reactants [CH3:1][N:2]([CH2:4][C:5]1[O:9][C:8]([C:10]2[CH:15]=[CH:14][CH:13]=[CH:12][C:11]=2[CH:16]([OH:21])[C:17]([F:20])([F:19])[F:18])=[CH:7][CH:6]=1)[CH3:3].[NH2:22][C:23]1[N:28]=[C:27](Cl)[CH:26]=[C:25]([Cl:30])[N:24]=1.C(=O)([O-])[O-].[Cs+].[Cs+].O1CCOCC1, predict the reaction product. The product is: [Cl:30][C:25]1[CH:26]=[C:27]([O:21][CH:16]([C:11]2[CH:12]=[CH:13][CH:14]=[CH:15][C:10]=2[C:8]2[O:9][C:5]([CH2:4][N:2]([CH3:1])[CH3:3])=[CH:6][CH:7]=2)[C:17]([F:18])([F:20])[F:19])[N:28]=[C:23]([NH2:22])[N:24]=1. (5) Given the reactants [Cl:1][C:2]1[CH:12]=[CH:11][C:5]([CH:6]([OH:10])[C:7]([OH:9])=[O:8])=[CH:4][CH:3]=1.OS(O)(=O)=O.[C:18]1(C)C=CC=C[CH:19]=1, predict the reaction product. The product is: [CH2:18]([O:8][C:7](=[O:9])[CH:6]([C:5]1[CH:11]=[CH:12][C:2]([Cl:1])=[CH:3][CH:4]=1)[OH:10])[CH3:19]. (6) Given the reactants [N+:1]([C:4]1[CH:5]=[N:6][NH:7][CH:8]=1)([O-:3])=[O:2].[CH3:9][C:10]([O:13][C:14](O[C:14]([O:13][C:10]([CH3:12])([CH3:11])[CH3:9])=[O:15])=[O:15])([CH3:12])[CH3:11], predict the reaction product. The product is: [N+:1]([C:4]1[CH:5]=[N:6][N:7]([C:14]([O:13][C:10]([CH3:12])([CH3:11])[CH3:9])=[O:15])[CH:8]=1)([O-:3])=[O:2]. (7) The product is: [F:12][C:8]1([F:11])[CH2:7][CH2:6][N:5]([CH2:4][CH2:3][OH:2])[CH2:10][CH2:9]1. Given the reactants C[O:2][C:3](=O)[CH2:4][N:5]1[CH2:10][CH2:9][C:8]([F:12])([F:11])[CH2:7][CH2:6]1.[H-].[Al+3].[Li+].[H-].[H-].[H-], predict the reaction product.